Dataset: Reaction yield outcomes from USPTO patents with 853,638 reactions. Task: Predict the reaction yield, written as a fraction of the theoretical maximum amount of product (1.0 means a 100% yield; for example, 0.34 means a 34% yield). (1) The reactants are C(OC([NH:8][CH2:9][CH:10]1[CH2:15][CH2:14][CH2:13][N:12]([C:16]([NH2:18])=[O:17])[CH2:11]1)=O)(C)(C)C.S(=O)(=O)(O)O. The catalyst is CO.O1CCOCC1. The product is [NH2:8][CH2:9][CH:10]1[CH2:15][CH2:14][CH2:13][N:12]([C:16]([NH2:18])=[O:17])[CH2:11]1. The yield is 0.870. (2) The reactants are [C:1](Cl)(=[O:3])[CH3:2].[CH3:5][O:6][C:7]1[CH:51]=[C:50]([O:52][CH3:53])[CH:49]=[C:48]([O:54][CH3:55])[C:8]=1[CH:9]=[CH:10][CH:11]([S:21]([CH:24]([CH:34]=[CH:35][C:36]1[C:41]([O:42][CH3:43])=[CH:40][C:39]([O:44][CH3:45])=[CH:38][C:37]=1[O:46][CH3:47])[C:25]1[CH:30]=[CH:29][C:28]([O:31][CH3:32])=[C:27]([NH2:33])[CH:26]=1)(=[O:23])=[O:22])[C:12]1[CH:17]=[CH:16][C:15]([O:18][CH3:19])=[C:14]([NH2:20])[CH:13]=1.[O:56]1CC[CH2:58][CH2:57]1. No catalyst specified. The product is [CH3:55][O:54][C:48]1[CH:49]=[C:50]([O:52][CH3:53])[CH:51]=[C:7]([O:6][CH3:5])[C:8]=1/[CH:9]=[CH:10]/[CH:11]([S:21]([CH:24](/[CH:34]=[CH:35]/[C:36]1[C:37]([O:46][CH3:47])=[CH:38][C:39]([O:44][CH3:45])=[CH:40][C:41]=1[O:42][CH3:43])[C:25]1[CH:30]=[CH:29][C:28]([O:31][CH3:32])=[C:27]([NH:33][C:57](=[O:56])[CH3:58])[CH:26]=1)(=[O:23])=[O:22])[C:12]1[CH:17]=[CH:16][C:15]([O:18][CH3:19])=[C:14]([NH:20][C:1](=[O:3])[CH3:2])[CH:13]=1. The yield is 0.680. (3) The reactants are Cl[CH2:2][C:3]([NH:5][C:6]1[S:7][C:8]2[N:9]=[C:10]([NH:15][C:16]3[CH:17]=[C:18]([NH:23][C:24](=[O:36])[C:25]4[CH:30]=[CH:29][CH:28]=[C:27]([C:31]([C:34]#[N:35])([CH3:33])[CH3:32])[CH:26]=4)[CH:19]=[CH:20][C:21]=3[CH3:22])[N:11]=[CH:12][C:13]=2[N:14]=1)=[O:4].CN(C)C=O.C(N(CC)CC)C.[CH3:49][N:50]1[CH2:55][CH2:54][NH:53][CH2:52][CH2:51]1. The catalyst is O1CCCC1.O. The product is [C:34]([C:31]([C:27]1[CH:26]=[C:25]([CH:30]=[CH:29][CH:28]=1)[C:24]([NH:23][C:18]1[CH:19]=[CH:20][C:21]([CH3:22])=[C:16]([NH:15][C:10]2[N:11]=[CH:12][C:13]3[N:14]=[C:6]([NH:5][C:3](=[O:4])[CH2:2][N:53]4[CH2:54][CH2:55][N:50]([CH3:49])[CH2:51][CH2:52]4)[S:7][C:8]=3[N:9]=2)[CH:17]=1)=[O:36])([CH3:32])[CH3:33])#[N:35]. The yield is 0.820.